Dataset: Peptide-MHC class I binding affinity with 185,985 pairs from IEDB/IMGT. Task: Regression. Given a peptide amino acid sequence and an MHC pseudo amino acid sequence, predict their binding affinity value. This is MHC class I binding data. (1) The binding affinity (normalized) is 0.104. The peptide sequence is LSPAHLINK. The MHC is HLA-A68:01 with pseudo-sequence HLA-A68:01. (2) The peptide sequence is ILDLISESPI. The MHC is HLA-A68:02 with pseudo-sequence HLA-A68:02. The binding affinity (normalized) is 0.257.